This data is from Catalyst prediction with 721,799 reactions and 888 catalyst types from USPTO. The task is: Predict which catalyst facilitates the given reaction. (1) Reactant: Br[CH2:2][CH2:3][CH2:4][CH2:5][O:6][C:7]1[CH:16]=[C:15]2[C:10]([CH2:11][CH2:12][C:13](=[O:17])[NH:14]2)=[CH:9][CH:8]=1.Cl.[Cl:19][C:20]1[C:25]([Cl:26])=[CH:24][CH:23]=[CH:22][C:21]=1[N:27]1[CH2:32][CH2:31][NH:30][CH2:29][CH2:28]1.CN(C)C(=N)N(C)C. Product: [CH:23]1[CH:22]=[C:21]([N:27]2[CH2:32][CH2:31][N:30]([CH2:2][CH2:3][CH2:4][CH2:5][O:6][C:7]3[CH:8]=[CH:9][C:10]4[CH2:11][CH2:12][C:13](=[O:17])[NH:14][C:15]=4[CH:16]=3)[CH2:29][CH2:28]2)[C:20]([Cl:19])=[C:25]([Cl:26])[CH:24]=1. The catalyst class is: 6. (2) Reactant: [NH2:1][C:2]1[CH:7]=[CH:6][C:5]([Cl:8])=[CH:4][C:3]=1[CH2:9][OH:10].Cl[C:12]([O:14][CH2:15][CH3:16])=[O:13].N1C=CC=CC=1. Product: [CH2:15]([O:14][C:12](=[O:13])[NH:1][C:2]1[CH:7]=[CH:6][C:5]([Cl:8])=[CH:4][C:3]=1[CH2:9][OH:10])[CH3:16]. The catalyst class is: 91. (3) Reactant: C(OC([N:8]1[CH2:13][CH2:12][CH:11]([O:14][C:15]2[CH:20]=[CH:19][C:18]([CH:21]=O)=[CH:17][CH:16]=2)[CH2:10][CH2:9]1)=O)(C)(C)C.C(OC(N1CCC(OC2C=CC(CNCC[C:47]3[CH:52]=[C:51]([O:53][CH3:54])[CH:50]=[CH:49][C:48]=3[C@@H:55]3[CH2:64][CH2:63][C:62]4[C:57](=[CH:58][CH:59]=[C:60]([O:65][C:66](=[O:71])[C:67]([CH3:70])([CH3:69])[CH3:68])[CH:61]=4)[CH2:56]3)=CC=2)CC1)=O)(C)(C)C.F[C:73](F)(F)[C:74](O)=O.[NH3:79]. The catalyst class is: 4. Product: [CH2:73]([N:79]([CH2:21][C:18]1[CH:17]=[CH:16][C:15]([O:14][CH:11]2[CH2:10][CH2:9][NH:8][CH2:13][CH2:12]2)=[CH:20][CH:19]=1)[C:47]1[CH:52]=[C:51]([O:53][CH3:54])[CH:50]=[CH:49][C:48]=1[C@@H:55]1[CH2:64][CH2:63][C:62]2[CH:61]=[C:60]([O:65][C:66](=[O:71])[C:67]([CH3:68])([CH3:69])[CH3:70])[CH:59]=[CH:58][C:57]=2[CH2:56]1)[CH3:74]. (4) Product: [F:1][C:2]1[CH:7]=[CH:6][C:5]([O:8][CH3:9])=[CH:4][C:3]=1[C:10]1[CH2:11][CH2:12][CH2:13][C:14]2[CH:27]=[C:26]([O:28][CH3:29])[CH:25]=[CH:24][C:15]=2[C:16]=1[CH2:17][CH2:18][CH2:19][CH2:20][CH2:21][CH2:22][OH:23]. The catalyst class is: 45. Reactant: [F:1][C:2]1[CH:7]=[CH:6][C:5]([O:8][CH3:9])=[CH:4][C:3]=1[C:10]1[CH2:11][CH2:12][CH2:13][C:14]2[CH:27]=[C:26]([O:28][CH3:29])[CH:25]=[CH:24][C:15]=2[C:16]=1[C:17]#[C:18][CH2:19][CH2:20][CH2:21][CH2:22][OH:23]. (5) Reactant: C(OC([N:8]1[CH2:12][CH2:11][C@H:10]([OH:13])[C@H:9]1[C:14](=[O:19])[NH:15][CH:16]1[CH2:18][CH2:17]1)=O)(C)(C)C. Product: [CH:16]1([NH:15][C:14]([C@@H:9]2[C@@H:10]([OH:13])[CH2:11][CH2:12][NH:8]2)=[O:19])[CH2:18][CH2:17]1. The catalyst class is: 137. (6) Reactant: C(OC([N:8]1[CH2:17][CH2:16][C:11]2([C:14](=[O:15])[NH:13][CH2:12]2)[CH2:10][CH2:9]1)=O)(C)(C)C.C(O)(C(F)(F)F)=O. Product: [C:14]1(=[O:15])[C:11]2([CH2:16][CH2:17][NH:8][CH2:9][CH2:10]2)[CH2:12][NH:13]1. The catalyst class is: 2. (7) Reactant: [CH3:1][N:2]1[C:6]2[CH:7]=[C:8]([O:11][C:12]3[CH:13]=[N:14][CH:15]=[CH:16][CH:17]=3)[CH:9]=[CH:10][C:5]=2[N:4]=[C:3]1[CH2:18][OH:19].O[C:21]1[CH:22]=[C:23]([CH:28]=[CH:29][CH:30]=1)[C:24]([O:26][CH3:27])=[O:25].N(C(N1CCCCC1)=O)=NC(N1CCCCC1)=O. Product: [CH3:1][N:2]1[C:6]2[CH:7]=[C:8]([O:11][C:12]3[CH:13]=[N:14][CH:15]=[CH:16][CH:17]=3)[CH:9]=[CH:10][C:5]=2[N:4]=[C:3]1[CH2:18][O:19][C:21]1[CH:22]=[C:23]([CH:28]=[CH:29][CH:30]=1)[C:24]([O:26][CH3:27])=[O:25]. The catalyst class is: 11. (8) Reactant: [N:1]1[CH:6]=[CH:5][CH:4]=[N:3][C:2]=1[N:7]1[CH2:18][CH2:17][C:10]2([NH:14][C:13](=[O:15])[NH:12][C:11]2=[O:16])[CH2:9][CH2:8]1.C([O-])([O-])=O.[K+].[K+].Br[CH2:26][C:27]1[N:37]([CH2:38][C:39]([CH3:42])([CH3:41])[CH3:40])[C:30]2[N:31]=[C:32]([C:35]#[N:36])[N:33]=[CH:34][C:29]=2[CH:28]=1. Product: [CH3:40][C:39]([CH3:42])([CH3:41])[CH2:38][N:37]1[C:30]2[N:31]=[C:32]([C:35]#[N:36])[N:33]=[CH:34][C:29]=2[CH:28]=[C:27]1[CH2:26][N:12]1[C:11](=[O:16])[C:10]2([CH2:9][CH2:8][N:7]([C:2]3[N:3]=[CH:4][CH:5]=[CH:6][N:1]=3)[CH2:18][CH2:17]2)[NH:14][C:13]1=[O:15]. The catalyst class is: 3. (9) Reactant: [F:1][C:2]([F:11])([F:10])[C:3]1[CH:4]=[C:5]([OH:9])[CH:6]=[CH:7][CH:8]=1.C(=O)([O-])[O-].[K+].[K+].Br[CH2:19][C:20]([O:22][CH3:23])=[O:21]. Product: [CH3:23][O:22][C:20](=[O:21])[CH2:19][O:9][C:5]1[CH:6]=[CH:7][CH:8]=[C:3]([C:2]([F:10])([F:11])[F:1])[CH:4]=1. The catalyst class is: 131. (10) Reactant: [CH:1]([C:3]1[C:11]2[C:6](=[CH:7][CH:8]=[C:9]([C:12]3[CH:17]=[N:16][CH:15]=[C:14]4[N:18]([C:21]([O:23][C:24]([CH3:27])([CH3:26])[CH3:25])=[O:22])[CH:19]=[CH:20][C:13]=34)[CH:10]=2)[N:5]([CH:28]2[CH2:33][CH2:32][CH2:31][CH2:30][O:29]2)[N:4]=1)=O.C([N:36](CC)CC)C.Cl.NO.ClC(Cl)(Cl)C(Cl)=O. Product: [C:1]([C:3]1[C:11]2[C:6](=[CH:7][CH:8]=[C:9]([C:12]3[CH:17]=[N:16][CH:15]=[C:14]4[N:18]([C:21]([O:23][C:24]([CH3:27])([CH3:26])[CH3:25])=[O:22])[CH:19]=[CH:20][C:13]=34)[CH:10]=2)[N:5]([CH:28]2[CH2:33][CH2:32][CH2:31][CH2:30][O:29]2)[N:4]=1)#[N:36]. The catalyst class is: 10.